From a dataset of HIV replication inhibition screening data with 41,000+ compounds from the AIDS Antiviral Screen. Binary Classification. Given a drug SMILES string, predict its activity (active/inactive) in a high-throughput screening assay against a specified biological target. The compound is CCc1cccc(CC)c1NC1=CC(=O)C(=O)c2ccccc21. The result is 0 (inactive).